This data is from Peptide-MHC class I binding affinity with 185,985 pairs from IEDB/IMGT. The task is: Regression. Given a peptide amino acid sequence and an MHC pseudo amino acid sequence, predict their binding affinity value. This is MHC class I binding data. (1) The peptide sequence is FTDCRTIDAI. The MHC is HLA-A02:03 with pseudo-sequence HLA-A02:03. The binding affinity (normalized) is 0.126. (2) The peptide sequence is NFFVFIHMVR. The MHC is HLA-A11:01 with pseudo-sequence HLA-A11:01. The binding affinity (normalized) is 0.392. (3) The peptide sequence is FFSPFFFSL. The MHC is HLA-A02:03 with pseudo-sequence HLA-A02:03. The binding affinity (normalized) is 0.0847. (4) The peptide sequence is KQQQIHALF. The MHC is HLA-A11:01 with pseudo-sequence HLA-A11:01. The binding affinity (normalized) is 0.00311. (5) The peptide sequence is GHLENNPAL. The MHC is HLA-B27:05 with pseudo-sequence HLA-B27:05. The binding affinity (normalized) is 0.0847.